Task: Binary Classification. Given a drug SMILES string, predict its activity (active/inactive) in a high-throughput screening assay against a specified biological target.. Dataset: Serine/threonine kinase 33 screen with 319,792 compounds (1) The compound is S(CC(=O)c1ccc(C(C)C)cc1)c1[nH]ncn1. The result is 0 (inactive). (2) The compound is Clc1c(N2CCC(CC2)C(=O)NCc2cccnc2)ccc(S(=O)(=O)N2CCOCC2)c1. The result is 0 (inactive). (3) The drug is Clc1c(c2oc(cc2)/C=N\n2cnnc2)cccc1. The result is 0 (inactive).